Task: Predict the reaction yield, written as a fraction of the theoretical maximum amount of product (1.0 means a 100% yield; for example, 0.34 means a 34% yield).. Dataset: Reaction yield outcomes from USPTO patents with 853,638 reactions The reactants are [C:1]1(C2C=CC=CC=2)[CH:6]=[CH:5][C:4]([CH2:7][N:8]([CH2:16][CH2:17][CH2:18][N:19]([CH2:29][C:30]2[CH:35]=[CH:34][C:33](C3C=CC=CC=3)=[CH:32][CH:31]=2)[C:20]([O:22][CH2:23][C:24]2[S:28][CH:27]=[N:26][CH:25]=2)=[O:21])C(=O)OC(C)(C)C)=[CH:3][CH:2]=1.[CH3:48][C:49]([CH3:53])([CH3:52])[CH:50]=O.CC(O)=O. No catalyst specified. The product is [CH2:29]([N:19]([CH2:18][CH2:17][CH2:16][N:8]([CH2:7][C:4]1[CH:3]=[CH:2][CH:1]=[CH:6][CH:5]=1)[CH2:50][C:49]([CH3:53])([CH3:52])[CH3:48])[C:20](=[O:21])[O:22][CH2:23][C:24]1[S:28][CH:27]=[N:26][CH:25]=1)[C:30]1[CH:35]=[CH:34][CH:33]=[CH:32][CH:31]=1. The yield is 0.170.